This data is from NCI-60 drug combinations with 297,098 pairs across 59 cell lines. The task is: Regression. Given two drug SMILES strings and cell line genomic features, predict the synergy score measuring deviation from expected non-interaction effect. (1) Drug 1: C1=CC(=C2C(=C1NCCNCCO)C(=O)C3=C(C=CC(=C3C2=O)O)O)NCCNCCO. Drug 2: CN1C2=C(C=C(C=C2)N(CCCl)CCCl)N=C1CCCC(=O)O.Cl. Cell line: HCC-2998. Synergy scores: CSS=10.6, Synergy_ZIP=-4.22, Synergy_Bliss=-10.1, Synergy_Loewe=-22.4, Synergy_HSA=-10.8. (2) Drug 1: CCC1=CC2CC(C3=C(CN(C2)C1)C4=CC=CC=C4N3)(C5=C(C=C6C(=C5)C78CCN9C7C(C=CC9)(C(C(C8N6C)(C(=O)OC)O)OC(=O)C)CC)OC)C(=O)OC.C(C(C(=O)O)O)(C(=O)O)O. Drug 2: CCCS(=O)(=O)NC1=C(C(=C(C=C1)F)C(=O)C2=CNC3=C2C=C(C=N3)C4=CC=C(C=C4)Cl)F. Cell line: MOLT-4. Synergy scores: CSS=78.4, Synergy_ZIP=10.8, Synergy_Bliss=11.2, Synergy_Loewe=-25.1, Synergy_HSA=9.77.